Dataset: Full USPTO retrosynthesis dataset with 1.9M reactions from patents (1976-2016). Task: Predict the reactants needed to synthesize the given product. (1) Given the product [Cl:21][C:20]1[CH:19]=[CH:18][CH:17]=[C:16]([Cl:22])[C:15]=1[C:13]1[O:14][C:8]([C:7]2[CH:6]=[CH:5][C:4]([N+:1]([O-:3])=[O:2])=[CH:11][CH:10]=2)=[N:9][CH:12]=1, predict the reactants needed to synthesize it. The reactants are: [N+:1]([C:4]1[CH:11]=[CH:10][C:7]([C:8]#[N:9])=[CH:6][CH:5]=1)([O-:3])=[O:2].[CH3:12][C:13]([C:15]1[C:20]([Cl:21])=[CH:19][CH:18]=[CH:17][C:16]=1[Cl:22])=[O:14].C([O-])(=O)C.C([O-])(=O)C.C1([I+2])C=CC=CC=1.FC(S(O)(=O)=O)(F)F. (2) Given the product [Cl:1][C:2]1[CH:7]=[CH:6][C:5]([CH2:8][CH2:9][S:10]([NH:13][C:14]2[CH:19]=[CH:18][C:17]([OH:20])=[CH:16][C:15]=2[S:22]([NH2:25])(=[O:24])=[O:23])(=[O:11])=[O:12])=[CH:4][CH:3]=1, predict the reactants needed to synthesize it. The reactants are: [Cl:1][C:2]1[CH:7]=[CH:6][C:5]([CH2:8][CH2:9][S:10]([NH:13][C:14]2[CH:19]=[CH:18][C:17]([O:20]C)=[CH:16][C:15]=2[S:22]([NH2:25])(=[O:24])=[O:23])(=[O:12])=[O:11])=[CH:4][CH:3]=1.B(Br)(Br)Br.